Dataset: Full USPTO retrosynthesis dataset with 1.9M reactions from patents (1976-2016). Task: Predict the reactants needed to synthesize the given product. (1) The reactants are: [Br:1][C:2]1[C:3]([O:11][CH2:12][CH:13]2[CH2:15][CH2:14]2)=[N:4][CH:5]=[C:6]([N+:8]([O-])=O)[CH:7]=1.O.[Cl-].[NH4+]. Given the product [Br:1][C:2]1[CH:7]=[C:6]([NH2:8])[CH:5]=[N:4][C:3]=1[O:11][CH2:12][CH:13]1[CH2:15][CH2:14]1, predict the reactants needed to synthesize it. (2) Given the product [CH2:1]([N:3]1[C:9](=[O:10])[C:8]([CH3:11])([CH3:12])[C:7](=[O:13])[N:6]([CH3:14])[C:5]2[CH:15]=[C:16]([CH:19]=[O:22])[CH:17]=[CH:18][C:4]1=2)[CH3:2], predict the reactants needed to synthesize it. The reactants are: [CH2:1]([N:3]1[C:9](=[O:10])[C:8]([CH3:12])([CH3:11])[C:7](=[O:13])[N:6]([CH3:14])[C:5]2[CH:15]=[C:16]([C:19]#N)[CH:17]=[CH:18][C:4]1=2)[CH3:2].C(O)=[O:22]. (3) Given the product [Cl:1][C:2]1[C:10]2[N:9]=[C:8]([O:11][C:12]3[C:17]([CH3:18])=[CH:16][C:15]([Cl:19])=[CH:14][C:13]=3[Cl:20])[N:7]([CH3:21])[C:6]=2[C:5]([CH:22]([CH2:25][CH3:26])[CH:23]=[O:24])=[CH:4][CH:3]=1, predict the reactants needed to synthesize it. The reactants are: [Cl:1][C:2]1[C:10]2[N:9]=[C:8]([O:11][C:12]3[C:17]([CH3:18])=[CH:16][C:15]([Cl:19])=[CH:14][C:13]=3[Cl:20])[N:7]([CH3:21])[C:6]=2[C:5]([CH:22]([CH2:25][CH3:26])[CH2:23][OH:24])=[CH:4][CH:3]=1.CC(OI1(OC(C)=O)(OC(C)=O)OC(=O)C2C=CC=CC1=2)=O.C(=O)([O-])O.[Na+].